From a dataset of Reaction yield outcomes from USPTO patents with 853,638 reactions. Predict the reaction yield, written as a fraction of the theoretical maximum amount of product (1.0 means a 100% yield; for example, 0.34 means a 34% yield). (1) The reactants are [S:1]1[CH:5]=[CH:4][CH:3]=[C:2]1[CH:6]([CH3:11])[C:7](OC)=[O:8].[NH3:12]. No catalyst specified. The product is [S:1]1[CH:5]=[CH:4][CH:3]=[C:2]1[CH:6]([CH3:11])[C:7]([NH2:12])=[O:8]. The yield is 0.713. (2) The reactants are [CH2:1]([O:3][CH:4]([O:19][CH2:20][CH3:21])[P:5]([CH:10]([CH3:18])[CH:11]([F:17])[C:12](OCC)=[O:13])([O:7][CH2:8][CH3:9])=[O:6])[CH3:2].[OH-].[NH4+:23]. The catalyst is C(O)C. The product is [NH2:23][C:12](=[O:13])[CH:11]([F:17])[CH:10]([P:5]([CH:4]([O:19][CH2:20][CH3:21])[O:3][CH2:1][CH3:2])(=[O:6])[O:7][CH2:8][CH3:9])[CH3:18]. The yield is 0.970. (3) The reactants are Br[C:2]1[CH:14]=[CH:13][C:5]2[S:6][C:7]([C:10](=[O:12])[CH3:11])=[C:8]([CH3:9])[C:4]=2[CH:3]=1.[C:15]1([OH:21])[CH:20]=[CH:19][CH:18]=[CH:17][CH:16]=1.[O-]P([O-])([O-])=O.[K+].[K+].[K+].C(P(C(C)(C)C)C1C=CC=CC=1C1C=CC=CC=1)(C)(C)C. The catalyst is C1(C)C=CC=CC=1.CC([O-])=O.CC([O-])=O.[Pd+2]. The product is [CH3:9][C:8]1[C:4]2[CH:3]=[C:2]([O:21][C:15]3[CH:20]=[CH:19][CH:18]=[CH:17][CH:16]=3)[CH:14]=[CH:13][C:5]=2[S:6][C:7]=1[C:10](=[O:12])[CH3:11]. The yield is 0.230. (4) The reactants are [Cl:1][C:2]1[N:10]=[C:9]2[C:5]([N:6]=[C:7]([OH:23])[N:8]2[CH2:11][C:12]2[CH:17]=[CH:16][CH:15]=[C:14]([CH2:18][C:19]([O:21]C)=[O:20])[CH:13]=2)=[C:4]([NH2:24])[N:3]=1.Cl. The catalyst is [OH-].[Na+].CO. The product is [C:19]([CH2:18][C:14]1[CH:13]=[C:12]([CH:17]=[CH:16][CH:15]=1)[CH2:11][N:8]1[C:7]([OH:23])=[N:6][C:5]2[C:9]1=[N:10][C:2]([Cl:1])=[N:3][C:4]=2[NH2:24])([OH:21])=[O:20]. The yield is 0.500. (5) The product is [N+:1]([C:4]1[CH:5]=[CH:6][C:7]([CH2:8][CH:9]([CH2:16][C:17]2[CH:22]=[CH:21][C:20]([N+:23]([O-:25])=[O:24])=[CH:19][CH:18]=2)[C:10]([O:55][CH:45]2[CH2:46][CH2:47][C@@:48]3([CH3:49])[C:43](=[CH:42][CH2:41][C@@H:40]4[C@@H:50]3[CH2:51][CH2:52][C@@:53]3([CH3:54])[C@H:39]4[CH2:38][CH2:37][C@@H:36]3[C@H:34]([CH3:35])[CH2:33][CH2:32][CH2:31][CH:29]([CH3:28])[CH3:30])[CH2:44]2)=[O:11])=[CH:26][CH:27]=1)([O-:3])=[O:2]. The catalyst is CN(C)C1C=CN=CC=1.ClCCl. The reactants are [N+:1]([C:4]1[CH:27]=[CH:26][C:7]([CH2:8][C:9]([CH2:16][C:17]2[CH:22]=[CH:21][C:20]([N+:23]([O-:25])=[O:24])=[CH:19][CH:18]=2)(C(O)=O)[C:10](O)=[O:11])=[CH:6][CH:5]=1)([O-:3])=[O:2].[CH3:28][CH:29]([CH2:31][CH2:32][CH2:33][C@H:34]([C@@H:36]1[C@:53]2([CH3:54])[C@H:39]([C@H:40]3[C@H:50]([CH2:51][CH2:52]2)[C@:48]2([CH3:49])[C:43]([CH2:44][C@@H:45]([OH:55])[CH2:46][CH2:47]2)=[CH:42][CH2:41]3)[CH2:38][CH2:37]1)[CH3:35])[CH3:30]. The yield is 0.830. (6) The reactants are C(=O)(O)[O-].[Na+].Cl.Cl.[Br:8][C:9]1[CH:10]=[N:11][CH:12]=[CH:13][C:14]=1[CH2:15][O:16][C:17]1[CH:18]=[N:19][C:20]([N:23]2[CH2:28][CH2:27][NH:26][CH2:25][C@H:24]2[CH3:29])=[N:21][CH:22]=1.[N:30]#[C:31]Br. The catalyst is O.C(Cl)Cl. The product is [Br:8][C:9]1[CH:10]=[N:11][CH:12]=[CH:13][C:14]=1[CH2:15][O:16][C:17]1[CH:18]=[N:19][C:20]([N:23]2[CH2:28][CH2:27][N:26]([C:31]#[N:30])[CH2:25][C@H:24]2[CH3:29])=[N:21][CH:22]=1. The yield is 0.490. (7) The reactants are [NH2:1][C:2]1[S:3][CH:4]=[CH:5][C:6]=1[C:7]([O:9]C)=O.[N:11]1[CH:16]=[CH:15][CH:14]=[CH:13][C:12]=1[C:17]#[N:18].CC(C)([O-])C.[K+]. The catalyst is O1CCCC1. The product is [N:11]1[CH:16]=[CH:15][CH:14]=[CH:13][C:12]=1[C:17]1[N:18]=[C:7]([OH:9])[C:6]2[CH:5]=[CH:4][S:3][C:2]=2[N:1]=1. The yield is 0.200. (8) The reactants are Br[C:2]1[C:3]([CH3:19])=[C:4]([NH:8][C:9](=[O:18])[CH:10]([F:17])[C:11]2[CH:16]=[CH:15][CH:14]=[CH:13][N:12]=2)[CH:5]=[CH:6][CH:7]=1.[CH3:20][C:21]1([CH3:37])[C:25]([CH3:27])([CH3:26])[O:24][B:23]([B:23]2[O:24][C:25]([CH3:27])([CH3:26])[C:21]([CH3:37])([CH3:20])[O:22]2)[O:22]1.C([O-])(=O)C.[K+]. The catalyst is CS(C)=O.O1CCOCC1.C1C=CC(P(C2C=CC=CC=2)[C-]2C=CC=C2)=CC=1.C1C=CC(P(C2C=CC=CC=2)[C-]2C=CC=C2)=CC=1.Cl[Pd]Cl.[Fe+2].C(Cl)Cl. The product is [F:17][CH:10]([C:11]1[CH:16]=[CH:15][CH:14]=[CH:13][N:12]=1)[C:9]([NH:8][C:4]1[CH:5]=[CH:6][CH:7]=[C:2]([B:23]2[O:24][C:25]([CH3:27])([CH3:26])[C:21]([CH3:37])([CH3:20])[O:22]2)[C:3]=1[CH3:19])=[O:18]. The yield is 0.790. (9) The reactants are [F:1][C:2]1[CH:7]=[C:6]([N+:8]([O-:10])=[O:9])[CH:5]=[C:4]([F:11])[C:3]=1[CH2:12][C:13]([OH:15])=[O:14].S(=O)(=O)(O)O.[C:21](=O)([O-])O.[Na+].C(OCC)(=O)C. The catalyst is CO.O. The product is [F:1][C:2]1[CH:7]=[C:6]([N+:8]([O-:10])=[O:9])[CH:5]=[C:4]([F:11])[C:3]=1[CH2:12][C:13]([O:15][CH3:21])=[O:14]. The yield is 0.970. (10) The yield is 0.570. The product is [OH:15][NH:8][C:7]([C:2]1[CH:3]=[CH:4][CH:5]=[CH:6][N:1]=1)=[NH:17]. The reactants are [N:1]1[CH:6]=[CH:5][CH:4]=[CH:3][C:2]=1[C:7]#[N:8].C(=O)([O-])[O-].[K+].[K+].[OH2:15].Cl.[NH2:17]O. The catalyst is CCO.